This data is from Peptide-MHC class I binding affinity with 185,985 pairs from IEDB/IMGT. The task is: Regression. Given a peptide amino acid sequence and an MHC pseudo amino acid sequence, predict their binding affinity value. This is MHC class I binding data. (1) The peptide sequence is HLADQLIHQ. The MHC is HLA-A02:03 with pseudo-sequence HLA-A02:03. The binding affinity (normalized) is 0.469. (2) The MHC is Mamu-B08 with pseudo-sequence Mamu-B08. The peptide sequence is AYIDNYNKF. The binding affinity (normalized) is 0. (3) The peptide sequence is AQNISFKSI. The MHC is HLA-A02:06 with pseudo-sequence HLA-A02:06. The binding affinity (normalized) is 0.676. (4) The peptide sequence is VRMYNPTNIL. The MHC is Mamu-B03 with pseudo-sequence Mamu-B03. The binding affinity (normalized) is 0.521. (5) The peptide sequence is YMIKKLLKI. The MHC is HLA-A02:03 with pseudo-sequence HLA-A02:03. The binding affinity (normalized) is 0.857. (6) The peptide sequence is VQLVESGGGL. The MHC is HLA-A02:01 with pseudo-sequence HLA-A02:01. The binding affinity (normalized) is 0.0537. (7) The peptide sequence is NTTQQGDMY. The MHC is HLA-A02:01 with pseudo-sequence HLA-A02:01. The binding affinity (normalized) is 0.0847. (8) The peptide sequence is KMNNDVFFM. The MHC is HLA-A02:11 with pseudo-sequence HLA-A02:11. The binding affinity (normalized) is 1.00. (9) The MHC is HLA-A24:02 with pseudo-sequence HLA-A24:02. The binding affinity (normalized) is 0. The peptide sequence is LGADSSIAY. (10) The peptide sequence is LYGLITEQF. The MHC is HLA-A24:03 with pseudo-sequence HLA-A24:03. The binding affinity (normalized) is 1.00.